This data is from Forward reaction prediction with 1.9M reactions from USPTO patents (1976-2016). The task is: Predict the product of the given reaction. (1) Given the reactants Cl[C:2]1[N:7]=[CH:6][C:5]2[CH2:8][N:9]([CH2:11][C:12]3[CH:17]=[CH:16][C:15]([O:18][CH3:19])=[CH:14][C:13]=3[O:20][CH3:21])[CH2:10][C:4]=2[CH:3]=1.C(O[Na])(C)(C)C.C1C=CC(P(C2C(C3C(P(C4C=CC=CC=4)C4C=CC=CC=4)=CC=C4C=3C=CC=C4)=C3C(C=CC=C3)=CC=2)C2C=CC=CC=2)=CC=1.[CH3:74][O:75][C:76]1[CH:81]=[C:80]([O:82][CH3:83])[CH:79]=[CH:78][C:77]=1[CH2:84][NH2:85], predict the reaction product. The product is: [CH3:74][O:75][C:76]1[CH:81]=[C:80]([O:82][CH3:83])[CH:79]=[CH:78][C:77]=1[CH2:84][NH:85][C:2]1[N:7]=[CH:6][C:5]2[CH2:8][N:9]([CH2:11][C:12]3[CH:17]=[CH:16][C:15]([O:18][CH3:19])=[CH:14][C:13]=3[O:20][CH3:21])[CH2:10][C:4]=2[CH:3]=1. (2) Given the reactants Cl[C:2]1[C:3]([O:8][C@H:9]2[CH2:14][CH2:13][C@H:12]([N:15]([CH2:25][C:26]3[CH:31]=[CH:30][C:29]([O:32][CH3:33])=[CH:28][CH:27]=3)[CH2:16][C:17]3[CH:22]=[CH:21][C:20]([O:23][CH3:24])=[CH:19][CH:18]=3)[CH2:11][CH2:10]2)=[N:4][CH:5]=[CH:6][N:7]=1.[O:34]1[CH2:39][CH:38]=[C:37](B2OC(C)(C)C(C)(C)O2)[CH2:36][CH2:35]1.C(=O)([O-])[O-].[Na+].[Na+], predict the reaction product. The product is: [O:34]1[CH2:35][CH:36]=[C:37]([C:2]2[C:3]([O:8][C@H:9]3[CH2:14][CH2:13][C@H:12]([N:15]([CH2:25][C:26]4[CH:31]=[CH:30][C:29]([O:32][CH3:33])=[CH:28][CH:27]=4)[CH2:16][C:17]4[CH:22]=[CH:21][C:20]([O:23][CH3:24])=[CH:19][CH:18]=4)[CH2:11][CH2:10]3)=[N:4][CH:5]=[CH:6][N:7]=2)[CH2:38][CH2:39]1. (3) Given the reactants C([O:3][C:4]([C:6]1[C:7]([C:14]2[CH:19]=[CH:18][CH:17]=[C:16]([F:20])[CH:15]=2)=[N:8][O:9][C:10]=1[CH:11]([CH3:13])[CH3:12])=[O:5])C.O[Li].O, predict the reaction product. The product is: [CH:11]([C:10]1[O:9][N:8]=[C:7]([C:14]2[CH:19]=[CH:18][CH:17]=[C:16]([F:20])[CH:15]=2)[C:6]=1[C:4]([OH:5])=[O:3])([CH3:13])[CH3:12]. (4) Given the reactants [C:1]1([C:11]2[CH:12]=[C:13]([CH:21]=[CH:22][CH:23]=2)[NH:14][C:15]2[CH:20]=[CH:19][CH:18]=[CH:17][CH:16]=2)[C:10]2[C:5](=[CH:6][CH:7]=[CH:8][CH:9]=2)[CH:4]=[CH:3][N:2]=1.Br[C:25]1[CH:26]=[C:27]([C:31]2[N:32]([C:36]3[C:41]([CH:42]([CH3:44])[CH3:43])=[CH:40][CH:39]=[CH:38][C:37]=3[CH:45]([CH3:47])[CH3:46])[CH:33]=[CH:34][N:35]=2)[CH:28]=[CH:29][CH:30]=1.CC(C)([O-])C.[Na+].C1(P(C2CCCCC2)C2C=CC=CC=2C2C(OC)=CC=CC=2OC)CCCCC1, predict the reaction product. The product is: [CH:45]([C:37]1[CH:38]=[CH:39][CH:40]=[C:41]([CH:42]([CH3:44])[CH3:43])[C:36]=1[N:32]1[CH:33]=[CH:34][N:35]=[C:31]1[C:27]1[CH:26]=[C:25]([CH:30]=[CH:29][CH:28]=1)[N:14]([C:13]1[CH:21]=[CH:22][CH:23]=[C:11]([C:1]2[C:10]3[C:5](=[CH:6][CH:7]=[CH:8][CH:9]=3)[CH:4]=[CH:3][N:2]=2)[CH:12]=1)[C:15]1[CH:20]=[CH:19][CH:18]=[CH:17][CH:16]=1)([CH3:47])[CH3:46]. (5) Given the reactants Br[CH2:2][C:3]([C:5]1[CH:10]=[CH:9][C:8]([Br:11])=[CH:7][CH:6]=1)=O.[NH2:12][C:13]([NH2:15])=[S:14], predict the reaction product. The product is: [Br:11][C:8]1[CH:9]=[CH:10][C:5]([C:3]2[N:12]=[C:13]([NH2:15])[S:14][CH:2]=2)=[CH:6][CH:7]=1. (6) Given the reactants C([O:8][P:9]([O:19][C@H:20]([C:30]1[CH:35]=[CH:34][C:33]([C:36]2[CH:37]=[CH:38][C:39]([CH:42]([NH:44]C(=O)OCC3C=CC=CC=3)[CH3:43])=[N:40][CH:41]=2)=[CH:32][CH:31]=1)[C@H:21]([NH:24][C:25](=[O:29])[CH:26]([F:28])[F:27])[CH2:22][F:23])([O:11]CC1C=CC=CC=1)=[O:10])C1C=CC=CC=1, predict the reaction product. The product is: [P:9]([OH:11])([OH:10])([O:19][C@H:20]([C:30]1[CH:31]=[CH:32][C:33]([C:36]2[CH:41]=[N:40][C:39]([CH:42]([NH2:44])[CH3:43])=[CH:38][CH:37]=2)=[CH:34][CH:35]=1)[C@H:21]([NH:24][C:25](=[O:29])[CH:26]([F:28])[F:27])[CH2:22][F:23])=[O:8]. (7) Given the reactants C([Si]([O:8][CH2:9][C:10]1[C:15]2[CH:16]=[CH:17][CH2:18][CH2:19][CH2:20][CH2:21][C:14]=2[CH:13]=[CH:12][CH:11]=1)(C)C)(C)(C)C.[F-].C([N+](CCCC)(CCCC)CCCC)CCC.O, predict the reaction product. The product is: [C:10]1([CH2:9][OH:8])[C:15]2[CH:16]=[CH:17][CH2:18][CH2:19][CH2:20][CH2:21][C:14]=2[CH:13]=[CH:12][CH:11]=1.